This data is from Reaction yield outcomes from USPTO patents with 853,638 reactions. The task is: Predict the reaction yield, written as a fraction of the theoretical maximum amount of product (1.0 means a 100% yield; for example, 0.34 means a 34% yield). (1) The reactants are [N:1]1[CH:6]=[CH:5][C:4]([NH:7][C:8]2[CH:16]=[CH:15][C:11]([C:12](O)=[O:13])=[CH:10][CH:9]=2)=[N:3][CH:2]=1.S(Cl)([Cl:19])=O. The catalyst is O1CCOCC1. The product is [ClH:19].[N:1]1[CH:6]=[CH:5][C:4]([NH:7][C:8]2[CH:16]=[CH:15][C:11]([C:12]([Cl:19])=[O:13])=[CH:10][CH:9]=2)=[N:3][CH:2]=1. The yield is 0.880. (2) The reactants are [Cl:1][C:2]1[CH:3]=[C:4]([CH:12]([CH2:16][C@H:17]2[CH2:22][CH2:21][CH2:20][S:19][CH2:18]2)[C:13]([OH:15])=O)[CH:5]=[CH:6][C:7]=1[S:8]([CH3:11])(=[O:10])=[O:9].C(Cl)(=O)C(Cl)=O.[NH2:29][C:30]1[CH:35]=[N:34][CH:33]=[CH:32][N:31]=1.N1C=CC=CC=1. The catalyst is C(Cl)Cl.O1CCCC1.O.CN(C)C=O. The product is [Cl:1][C:2]1[CH:3]=[C:4]([CH:12]([CH2:16][C@H:17]2[CH2:22][CH2:21][CH2:20][S:19][CH2:18]2)[C:13]([NH:29][C:30]2[CH:35]=[N:34][CH:33]=[CH:32][N:31]=2)=[O:15])[CH:5]=[CH:6][C:7]=1[S:8]([CH3:11])(=[O:9])=[O:10]. The yield is 0.698. (3) The reactants are C([N:8]1[CH2:25][C:12]2([CH2:17][CH2:16][N:15]([C:18]([O:20][C:21]([CH3:24])([CH3:23])[CH3:22])=[O:19])[CH2:14][CH2:13]2)[O:11][CH:10]([C:26]2[CH:31]=[CH:30][CH:29]=[CH:28][CH:27]=2)[CH2:9]1)C1C=CC=CC=1.C([O-])=O.[NH4+]. The catalyst is C(O)C.[OH-].[OH-].[Pd+2]. The product is [C:26]1([CH:10]2[CH2:9][NH:8][CH2:25][C:12]3([CH2:13][CH2:14][N:15]([C:18]([O:20][C:21]([CH3:24])([CH3:22])[CH3:23])=[O:19])[CH2:16][CH2:17]3)[O:11]2)[CH:27]=[CH:28][CH:29]=[CH:30][CH:31]=1. The yield is 0.930. (4) The reactants are C([O:5][C:6](=[O:22])[CH2:7][C:8](=[O:21])[CH2:9][CH:10](O)[CH2:11][CH2:12][C:13]1[CH:18]=[CH:17][C:16]([F:19])=[CH:15][CH:14]=1)(C)(C)C.C(O)(C(F)(F)F)=O. The product is [F:19][C:16]1[CH:15]=[CH:14][C:13]([CH2:12][CH2:11][CH:10]2[O:22][C:6](=[O:5])[CH2:7][C:8](=[O:21])[CH2:9]2)=[CH:18][CH:17]=1. The yield is 0.660. The catalyst is C(Cl)Cl. (5) The reactants are [N+:1]([C:4]1[CH:8]=[C:7]([C:9](O)=[O:10])[NH:6][N:5]=1)([O-:3])=[O:2]. The catalyst is C1COCC1. The product is [N+:1]([C:4]1[CH:8]=[C:7]([CH2:9][OH:10])[NH:6][N:5]=1)([O-:3])=[O:2]. The yield is 0.940. (6) The reactants are [CH3:1]C(C)([O-])C.[K+].[CH:7]([C:9]1[C:18]2[C:13](=[CH:14][CH:15]=[CH:16][CH:17]=2)[C:12]([NH:19][C:20](=[O:26])[O:21][C:22]([CH3:25])([CH3:24])[CH3:23])=[CH:11][CH:10]=1)=O.[NH4+].[Cl-]. The catalyst is [Br-].C[P+](C1C=CC=CC=1)(C1C=CC=CC=1)C1C=CC=CC=1.C1COCC1. The product is [CH:7]([C:9]1[C:18]2[C:13](=[CH:14][CH:15]=[CH:16][CH:17]=2)[C:12]([NH:19][C:20](=[O:26])[O:21][C:22]([CH3:25])([CH3:24])[CH3:23])=[CH:11][CH:10]=1)=[CH2:1]. The yield is 0.720.